This data is from Catalyst prediction with 721,799 reactions and 888 catalyst types from USPTO. The task is: Predict which catalyst facilitates the given reaction. (1) Reactant: Cl[C:2]1[C:11]2[C:6](=[CH:7][C:8]([O:14][CH3:15])=[C:9]([O:12][CH3:13])[CH:10]=2)[N:5]=[CH:4][CH:3]=1.[Cl:16][C:17]1[C:18]([CH3:32])=[CH:19][C:20]([OH:31])=[C:21]([CH:30]=1)[C:22]([C:24]1[CH:29]=[CH:28][CH:27]=[CH:26][CH:25]=1)=[O:23]. Product: [Cl:16][C:17]1[C:18]([CH3:32])=[CH:19][C:20]([O:31][C:2]2[C:11]3[C:6](=[CH:7][C:8]([O:14][CH3:15])=[C:9]([O:12][CH3:13])[CH:10]=3)[N:5]=[CH:4][CH:3]=2)=[C:21]([C:22]([C:24]2[CH:29]=[CH:28][CH:27]=[CH:26][CH:25]=2)=[O:23])[CH:30]=1. The catalyst class is: 420. (2) Reactant: [C:1]([Cl:6])(=O)[C:2](Cl)=O.[I:7][C:8]1[CH:9]=C2[C:15](=[CH:16][CH:17]=1)[N:14]=[CH:13][N:12]=C2O.CN(C=O)C.C([O-])([O-])=O.[Na+].[Na+]. Product: [Cl:6][C:1]1[C:2]2[C:15](=[CH:16][CH:17]=[C:8]([I:7])[CH:9]=2)[N:14]=[CH:13][N:12]=1. The catalyst class is: 26. (3) Reactant: [Br:1][C:2]1[CH:3]=[C:4]([C:7](Cl)=[O:8])[O:5][CH:6]=1.Cl.[CH3:11][NH:12][O:13][CH3:14].C(N(CC)C(C)C)(C)C. Product: [CH3:14][O:13][N:12]([CH3:11])[C:7]([C:4]1[O:5][CH:6]=[C:2]([Br:1])[CH:3]=1)=[O:8]. The catalyst class is: 64. (4) Reactant: [Br:1][C:2]1[S:3][C:4]([Br:13])=[CH:5][C:6]=1[C:7]1[CH:12]=[CH:11][CH:10]=[CH:9][CH:8]=1.[Li+].[CH3:15][CH:16]([N-]C(C)C)C.O1CC1.O. Product: [Br:13][C:4]1[S:3][C:2]([Br:1])=[C:6]([C:7]2[CH:12]=[CH:11][CH:10]=[CH:9][CH:8]=2)[C:5]=1[CH2:15][CH3:16]. The catalyst class is: 1. (5) Reactant: [CH2:1]([C:3]1[CH:8]=[CH:7][CH:6]=[CH:5][C:4]=1[OH:9])[CH3:2].C(=O)([O-])[O-].[K+].[K+].[CH2:16]([O:18][C:19](=[O:22])[CH2:20]Br)[CH3:17]. Product: [CH2:1]([C:3]1[CH:8]=[CH:7][CH:6]=[CH:5][C:4]=1[O:9][CH2:20][C:19]([O:18][CH2:16][CH3:17])=[O:22])[CH3:2]. The catalyst class is: 3. (6) Reactant: Cl.Cl.[NH2:3][C:4]1[N:9]=[CH:8][N:7]=[C:6]2[N:10]([CH:16]([C:18]3[C:19]([O:31][CH3:32])=[C:20]([CH:27]4[CH2:30][NH:29][CH2:28]4)[C:21]([CH3:26])=[C:22]([CH:25]=3)[C:23]#[N:24])[CH3:17])[N:11]=[C:12]([CH:13]([F:15])[F:14])[C:5]=12.[Si]([O:40][CH2:41][CH:42]=O)(C(C)(C)C)(C)C.C(N(CC)CC)C.C(O[BH-](OC(=O)C)OC(=O)C)(=O)C.[Na+].[F-].C([N+](CCCC)(CCCC)CCCC)CCC.C1COCC1. Product: [NH2:3][C:4]1[N:9]=[CH:8][N:7]=[C:6]2[N:10]([CH:16]([C:18]3[C:19]([O:31][CH3:32])=[C:20]([CH:27]4[CH2:30][N:29]([CH2:42][CH2:41][OH:40])[CH2:28]4)[C:21]([CH3:26])=[C:22]([CH:25]=3)[C:23]#[N:24])[CH3:17])[N:11]=[C:12]([CH:13]([F:14])[F:15])[C:5]=12. The catalyst class is: 2. (7) Reactant: C[O:2][C:3]([C:5]1[S:9][C:8]([N:10]2[CH2:15][CH2:14][N:13]([CH2:16][CH2:17][C:18]3[CH:23]=[CH:22][CH:21]=[CH:20][CH:19]=3)[CH2:12][CH2:11]2)=[N:7][CH:6]=1)=O.Cl.[NH2:25][OH:26].C[O-].[Na+].CO.Cl. Product: [OH:26][NH:25][C:3]([C:5]1[S:9][C:8]([N:10]2[CH2:15][CH2:14][N:13]([CH2:16][CH2:17][C:18]3[CH:23]=[CH:22][CH:21]=[CH:20][CH:19]=3)[CH2:12][CH2:11]2)=[N:7][CH:6]=1)=[O:2]. The catalyst class is: 12. (8) Reactant: [NH2:1][C:2]1[CH:12]=[CH:11][C:5]([C:6]([O:8][CH2:9][CH3:10])=[O:7])=[CH:4][CH:3]=1.[CH:13](=O)[CH2:14][CH3:15].P(O)(O[C:27]1[CH:32]=[CH:31][CH:30]=[CH:29][CH:28]=1)(O[C:27]1[CH:32]=[CH:31][CH:30]=[CH:29][CH:28]=1)=O.[CH:34](/[NH:37][C:38](=[O:47])[O:39][CH2:40]C1C=CC=CC=1)=[CH:35]\[CH3:36]. Product: [CH2:40]([O:39][C:38]([NH:37][CH:34]1[C:3]2[C:2](=[CH:12][CH:11]=[C:5]([C:6]([O:8][CH2:9][CH3:10])=[O:7])[CH:4]=2)[NH:1][CH:13]([CH2:14][CH3:15])[CH:35]1[CH3:36])=[O:47])[C:27]1[CH:28]=[CH:29][CH:30]=[CH:31][CH:32]=1. The catalyst class is: 2. (9) The catalyst class is: 2. Reactant: N1C=CC=CC=1.[CH2:7]([C@@H:14]([CH2:27][O:28][Si](C)(C)C)[C@@H:15]([CH2:23][CH2:24][CH2:25][CH3:26])[C@H:16]([CH3:22])[O:17][Si:18]([CH3:21])([CH3:20])[CH3:19])[C:8]1[CH:13]=[CH:12][CH:11]=[CH:10][CH:9]=1. Product: [CH2:7]([C@H:14]([C@H:15]([C@@H:16]([O:17][Si:18]([CH3:21])([CH3:20])[CH3:19])[CH3:22])[CH2:23][CH2:24][CH2:25][CH3:26])[CH:27]=[O:28])[C:8]1[CH:13]=[CH:12][CH:11]=[CH:10][CH:9]=1.